Dataset: NCI-60 drug combinations with 297,098 pairs across 59 cell lines. Task: Regression. Given two drug SMILES strings and cell line genomic features, predict the synergy score measuring deviation from expected non-interaction effect. Drug 1: CC(CN1CC(=O)NC(=O)C1)N2CC(=O)NC(=O)C2. Drug 2: CCC1=C2CN3C(=CC4=C(C3=O)COC(=O)C4(CC)O)C2=NC5=C1C=C(C=C5)O. Cell line: SNB-75. Synergy scores: CSS=13.5, Synergy_ZIP=-0.943, Synergy_Bliss=-0.617, Synergy_Loewe=-23.9, Synergy_HSA=-0.286.